Dataset: Full USPTO retrosynthesis dataset with 1.9M reactions from patents (1976-2016). Task: Predict the reactants needed to synthesize the given product. (1) Given the product [N:10]1([C:13]([O:7][CH2:1][CH2:2][CH2:3][CH2:4][CH2:5][CH3:6])=[O:14])[CH:9]=[CH:8][N:12]=[CH:11]1, predict the reactants needed to synthesize it. The reactants are: [CH2:1]([OH:7])[CH2:2][CH2:3][CH2:4][CH2:5][CH3:6].[CH:8]1[N:12]=[CH:11][N:10]([C:13](N2C=NC=C2)=[O:14])[CH:9]=1. (2) Given the product [CH2:19]([N:14]1[C:13](=[O:15])[CH2:12][C:11](=[O:16])[N:10]([CH3:17])[C:9]2[CH:18]=[C:5]([O:4][CH3:3])[CH:6]=[CH:7][C:8]1=2)[CH3:20], predict the reactants needed to synthesize it. The reactants are: [H-].[Na+].[CH3:3][O:4][C:5]1[CH:6]=[CH:7][C:8]2[NH:14][C:13](=[O:15])[CH2:12][C:11](=[O:16])[N:10]([CH3:17])[C:9]=2[CH:18]=1.[CH2:19](I)[CH3:20].O.